From a dataset of Forward reaction prediction with 1.9M reactions from USPTO patents (1976-2016). Predict the product of the given reaction. Given the reactants C[O:2][C:3]([C:5]1[CH:6]=[C:7]([C:14]2[CH:19]=[CH:18][CH:17]=[CH:16][CH:15]=2)[C:8]([F:13])=[CH:9][C:10]=1[O:11][CH3:12])=[O:4].[OH-].[Na+], predict the reaction product. The product is: [F:13][C:8]1[C:7]([C:14]2[CH:19]=[CH:18][CH:17]=[CH:16][CH:15]=2)=[CH:6][C:5]([C:3]([OH:4])=[O:2])=[C:10]([O:11][CH3:12])[CH:9]=1.